This data is from Full USPTO retrosynthesis dataset with 1.9M reactions from patents (1976-2016). The task is: Predict the reactants needed to synthesize the given product. (1) The reactants are: [NH2:1][C:2]1[C:3]([C:7]2[NH:23][C:10]3=[CH:11][C:12]4[C:13]([CH3:22])([CH3:21])[C:14](=[O:20])[N:15]([CH2:18][CH3:19])[C:16]=4[CH:17]=[C:9]3[N:8]=2)=[N:4][NH:5][CH:6]=1.C(N(CC)CC)C.[C:31](Cl)(=[O:34])[CH2:32][CH3:33]. Given the product [CH2:18]([N:15]1[C:16]2[CH:17]=[C:9]3[N:8]=[C:7]([C:3]4[C:2]([NH:1][C:31](=[O:34])[CH2:32][CH3:33])=[CH:6][NH:5][N:4]=4)[NH:23][C:10]3=[CH:11][C:12]=2[C:13]([CH3:22])([CH3:21])[C:14]1=[O:20])[CH3:19], predict the reactants needed to synthesize it. (2) Given the product [CH3:1][C:2]1[N:7]=[C:6]([S:8][CH2:18][C:19]2[N:24]=[CH:23][CH:22]=[CH:21][N:20]=2)[N:5]=[C:4]([OH:9])[CH:3]=1, predict the reactants needed to synthesize it. The reactants are: [CH3:1][C:2]1[N:7]=[C:6]([SH:8])[N:5]=[C:4]([OH:9])[CH:3]=1.C(N(CC)CC)C.Br[CH2:18][C:19]1[N:24]=[CH:23][CH:22]=[CH:21][N:20]=1. (3) The reactants are: [Li+].[F:2][C:3]([F:23])([F:22])[C:4]1[CH:9]=[CH:8][C:7]([N:10]2[CH2:15][CH2:14][N:13]([CH2:16][CH2:17][CH2:18][C:19]([O-:21])=O)[CH2:12][CH2:11]2)=[CH:6][CH:5]=1.C(N(C(C)C)CC)(C)C.F[P-](F)(F)(F)(F)F.CN(C)C(ON1C2C=CC=CC=2N=N1)=[N+](C)C.Cl.[N+:58]([C:61]1[N:66]=[CH:65][C:64]([NH:67][CH:68]2[CH2:73][CH2:72][NH:71][CH2:70][CH2:69]2)=[CH:63][CH:62]=1)([O-:60])=[O:59]. Given the product [N+:58]([C:61]1[N:66]=[CH:65][C:64]([NH:67][CH:68]2[CH2:73][CH2:72][N:71]([C:19](=[O:21])[CH2:18][CH2:17][CH2:16][N:13]3[CH2:14][CH2:15][N:10]([C:7]4[CH:8]=[CH:9][C:4]([C:3]([F:2])([F:22])[F:23])=[CH:5][CH:6]=4)[CH2:11][CH2:12]3)[CH2:70][CH2:69]2)=[CH:63][CH:62]=1)([O-:60])=[O:59], predict the reactants needed to synthesize it. (4) The reactants are: C(O[C:6]([N:8]1[CH2:12][C:11](=[N:13][O:14][CH3:15])[CH2:10][C@H:9]1[C:16]([OH:18])=O)=[O:7])(C)(C)C.[CH3:19][C:20]1[CH:25]=[CH:24][CH:23]=[CH:22][C:21]=1[C:26]1[CH:31]=[CH:30][C:29](C(O)=O)=[CH:28][CH:27]=1.[NH2:35][CH2:36][CH:37]([C:39]1[CH:44]=[CH:43][CH:42]=[CH:41][CH:40]=1)[OH:38]. Given the product [OH:38][CH:37]([C:39]1[CH:44]=[CH:43][CH:42]=[CH:41][CH:40]=1)[CH2:36][NH:35][C:16]([C@@H:9]1[CH2:10][C:11](=[N:13][O:14][CH3:15])[CH2:12][N:8]1[C:6]([C:29]1[CH:28]=[CH:27][C:26]([C:21]2[CH:22]=[CH:23][CH:24]=[CH:25][C:20]=2[CH3:19])=[CH:31][CH:30]=1)=[O:7])=[O:18], predict the reactants needed to synthesize it. (5) Given the product [Cl:1][C:2]1[CH:3]=[C:4]([CH:8]([CH3:11])[CH:9]=[O:10])[CH:5]=[CH:6][CH:7]=1, predict the reactants needed to synthesize it. The reactants are: [Cl:1][C:2]1[CH:3]=[C:4]([CH:8]([CH3:11])[CH2:9][OH:10])[CH:5]=[CH:6][CH:7]=1.CC(OI1(OC(C)=O)(OC(C)=O)OC(=O)C2C1=CC=CC=2)=O. (6) Given the product [CH2:1]1[C:3]2([CH2:8][O:7][CH:6]([CH2:9][O:10][C:11]3[CH:16]=[CH:15][N:14]=[C:13]([CH2:17][S:32][C:33]4[NH:37][C:36]5[CH:38]=[CH:39][CH:40]=[CH:41][C:35]=5[N:34]=4)[C:12]=3[CH3:19])[O:5][CH2:4]2)[CH2:2]1, predict the reactants needed to synthesize it. The reactants are: [CH2:1]1[C:3]2([CH2:8][O:7][CH:6]([CH2:9][O:10][C:11]3[CH:16]=[CH:15][N:14]=[C:13]([CH2:17]O)[C:12]=3[CH3:19])[O:5][CH2:4]2)[CH2:2]1.C(N(CC)CC)C.CS(Cl)(=O)=O.[SH:32][C:33]1[NH:34][C:35]2[CH:41]=[CH:40][CH:39]=[CH:38][C:36]=2[N:37]=1. (7) Given the product [Br:1][C:2]1[CH:7]=[C:6]([F:8])[CH:5]=[CH:4][C:3]=1[CH:9]1[N:10]=[C:11]([C:22]2[S:23][CH:24]=[CH:25][N:26]=2)[NH:12][C:13]([CH2:20][N:28]2[CH2:33][CH2:32][O:31][CH2:30][CH:29]2[C:34]([OH:36])=[O:35])=[C:14]1[C:15]([O:17][CH2:18][CH3:19])=[O:16], predict the reactants needed to synthesize it. The reactants are: [Br:1][C:2]1[CH:7]=[C:6]([F:8])[CH:5]=[CH:4][C:3]=1[CH:9]1[C:14]([C:15]([O:17][CH2:18][CH3:19])=[O:16])=[C:13]([CH2:20]Br)[NH:12][C:11]([C:22]2[S:23][CH:24]=[CH:25][N:26]=2)=[N:10]1.Cl.[NH:28]1[CH2:33][CH2:32][O:31][CH2:30][CH:29]1[C:34]([OH:36])=[O:35].C(N(CC)CC)C.